From a dataset of Reaction yield outcomes from USPTO patents with 853,638 reactions. Predict the reaction yield, written as a fraction of the theoretical maximum amount of product (1.0 means a 100% yield; for example, 0.34 means a 34% yield). (1) The reactants are [Br:1][C:2]1[C:6]2[CH:7]=[N:8][C:9]([NH:11][C:12](=[O:22])C3C=CC(C(C)=C)=CC=3)=[CH:10][C:5]=2[N:4]([CH3:23])[CH:3]=1.CS(N)(=O)=O.CC[C@@H]1[C@@H]2C[C@H]([C@@H:64]([O:63]C3C4C(=CC=CC=4)C([O:63][C@@H:64]([C:75]4[CH:84]=CN=[C:81]5[C:76]=4[CH:77]=[C:78](OC)[CH:79]=[CH:80]5)[C@@H]4N5C[C@H](CC)[C@@H](CC5)C4)=NN=3)[C:75]3[CH:84]=CN=[C:81]4[C:76]=3[CH:77]=[C:78](OC)[CH:79]=[CH:80]4)N(CC2)C1.S([O-])([O-])=[O:88].[Na+].[Na+]. The catalyst is C(O)(C)(C)C.[Cl-].[Na+].O.CCOC(C)=O.O. The product is [Br:1][C:2]1[C:6]2[CH:7]=[N:8][C:9]([NH:11][C:12](=[O:22])[C:79]3[CH:78]=[CH:77][C:76]([C@:75]([OH:88])([CH3:84])[CH2:64][OH:63])=[CH:81][CH:80]=3)=[CH:10][C:5]=2[N:4]([CH3:23])[CH:3]=1. The yield is 0.113. (2) The reactants are CC1C=CC(S(O[CH2:12][C@@H:13]2[CH2:18][CH2:17][CH2:16][CH2:15][O:14]2)(=O)=O)=CC=1.[C:19]([O-:22])(=[S:21])[CH3:20].[K+]. The catalyst is CN(C=O)C.C(OCC)(=O)C. The product is [O:14]1[CH2:15][CH2:16][CH2:17][CH2:18][C@H:13]1[CH2:12][S:21][C:19](=[O:22])[CH3:20]. The yield is 0.930. (3) The reactants are [O:1]1[CH2:5][CH2:4][O:3][C:2]21[CH2:13][C@@H:8]1[CH2:9][NH:10][CH2:11][CH2:12][C@@H:7]1[CH2:6]2.C(N(CC)CC)C.[C:21](O[C:21]([O:23][C:24]([CH3:27])([CH3:26])[CH3:25])=[O:22])([O:23][C:24]([CH3:27])([CH3:26])[CH3:25])=[O:22].C(=O)(O)[O-].[Na+]. The catalyst is ClCCl. The product is [C:24]([O:23][C:21]([N:10]1[CH2:11][CH2:12][C@@H:7]2[CH2:6][C:2]3([O:3][CH2:4][CH2:5][O:1]3)[CH2:13][C@@H:8]2[CH2:9]1)=[O:22])([CH3:27])([CH3:26])[CH3:25]. The yield is 0.660. (4) The reactants are [F:1][C:2]1[CH:7]=[CH:6][CH:5]=[CH:4][C:3]=1[CH2:8][C:9]([OH:11])=O.C(Cl)(=O)C(Cl)=O.[Br:18][C:19]1[CH:24]=[CH:23][C:22]([O:25]C)=[CH:21][CH:20]=1.[Al+3].[Cl-].[Cl-].[Cl-]. The catalyst is ClCCl.CN(C=O)C. The product is [Br:18][C:19]1[CH:20]=[CH:21][C:22]([OH:25])=[C:23]([C:9](=[O:11])[CH2:8][C:3]2[CH:4]=[CH:5][CH:6]=[CH:7][C:2]=2[F:1])[CH:24]=1. The yield is 0.810.